Task: Regression. Given a peptide amino acid sequence and an MHC pseudo amino acid sequence, predict their binding affinity value. This is MHC class II binding data.. Dataset: Peptide-MHC class II binding affinity with 134,281 pairs from IEDB The peptide sequence is MAFLRSVSRLAAAVF. The MHC is DRB1_0401 with pseudo-sequence DRB1_0401. The binding affinity (normalized) is 0.220.